From a dataset of Reaction yield outcomes from USPTO patents with 853,638 reactions. Predict the reaction yield, written as a fraction of the theoretical maximum amount of product (1.0 means a 100% yield; for example, 0.34 means a 34% yield). The reactants are [NH2:1][C:2]1[CH:11]=[C:10]2[C:5]([CH2:6][C@@H:7]([C:33](=[O:45])[NH:34][C@H:35]3[C:44]4[C:39](=[CH:40][CH:41]=[CH:42][CH:43]=4)[CH2:38][CH2:37][CH2:36]3)[N:8]([C:12](=[O:32])[C@@H:13]([NH:18][C:19](=[O:31])[C@@H:20]([N:22]([CH3:30])[C:23](=[O:29])[O:24][C:25]([CH3:28])([CH3:27])[CH3:26])[CH3:21])[C:14]([CH3:17])([CH3:16])[CH3:15])[CH2:9]2)=[CH:4][CH:3]=1.[CH:46]([C:48]1[CH:57]=[CH:56][C:51]([C:52]([O:54][CH3:55])=[O:53])=[CH:50][CH:49]=1)=O.C(O[BH-](OC(=O)C)OC(=O)C)(=O)C.[Na+]. The catalyst is C(Cl)Cl.CC(O)C.CCOC(C)=O. The product is [C:25]([O:24][C:23]([N:22]([CH3:30])[C@@H:20]([CH3:21])[C:19]([NH:18][C@@H:13]([C:14]([CH3:15])([CH3:16])[CH3:17])[C:12]([N:8]1[C@H:7]([C:33](=[O:45])[NH:34][C@H:35]2[C:44]3[C:39](=[CH:40][CH:41]=[CH:42][CH:43]=3)[CH2:38][CH2:37][CH2:36]2)[CH2:6][C:5]2[C:10](=[CH:11][C:2]([NH:1][CH2:46][C:48]3[CH:57]=[CH:56][C:51]([C:52]([O:54][CH3:55])=[O:53])=[CH:50][CH:49]=3)=[CH:3][CH:4]=2)[CH2:9]1)=[O:32])=[O:31])=[O:29])([CH3:27])([CH3:28])[CH3:26]. The yield is 0.870.